From a dataset of Forward reaction prediction with 1.9M reactions from USPTO patents (1976-2016). Predict the product of the given reaction. (1) Given the reactants C([O:8][C:9]1[CH:14]=[CH:13][C:12]([CH2:15][C:16]2[C:17]([O:24][C@@H:25]3[O:51][C@H:50]([CH2:52][O:53][C:54](=[O:59])[C:55]([CH3:58])([CH3:57])[CH3:56])[C@@H:42]([O:43][C:44](=[O:49])[C:45]([CH3:48])([CH3:47])[CH3:46])[C@H:34]([O:35][C:36](=[O:41])[C:37]([CH3:40])([CH3:39])[CH3:38])[C@H:26]3[O:27][C:28](=[O:33])[C:29]([CH3:32])([CH3:31])[CH3:30])=[N:18][NH:19][C:20]=2[CH:21]([CH3:23])[CH3:22])=[C:11]([CH3:60])[CH:10]=1)C1C=CC=CC=1, predict the reaction product. The product is: [OH:8][C:9]1[CH:14]=[CH:13][C:12]([CH2:15][C:16]2[C:17]([O:24][C@@H:25]3[O:51][C@H:50]([CH2:52][O:53][C:54](=[O:59])[C:55]([CH3:58])([CH3:57])[CH3:56])[C@@H:42]([O:43][C:44](=[O:49])[C:45]([CH3:47])([CH3:46])[CH3:48])[C@H:34]([O:35][C:36](=[O:41])[C:37]([CH3:38])([CH3:39])[CH3:40])[C@H:26]3[O:27][C:28](=[O:33])[C:29]([CH3:32])([CH3:30])[CH3:31])=[N:18][NH:19][C:20]=2[CH:21]([CH3:23])[CH3:22])=[C:11]([CH3:60])[CH:10]=1. (2) Given the reactants Br[C:2]1[C:3]([CH3:26])=[C:4]([CH2:16][N:17]([CH3:25])[C:18](=[O:24])[O:19][C:20]([CH3:23])([CH3:22])[CH3:21])[S:5][C:6]=1[S:7]([C:10]1[CH:15]=[CH:14][CH:13]=[CH:12][CH:11]=1)(=[O:9])=[O:8].[CH3:27][C:28]1[CH:33]=[CH:32][CH:31]=[CH:30][C:29]=1B(O)O.C(=O)([O-])[O-].[Na+].[Na+].COCCOC, predict the reaction product. The product is: [CH3:25][N:17]([CH2:16][C:4]1[S:5][C:6]([S:7]([C:10]2[CH:15]=[CH:14][CH:13]=[CH:12][CH:11]=2)(=[O:9])=[O:8])=[C:2]([C:29]2[CH:30]=[CH:31][CH:32]=[CH:33][C:28]=2[CH3:27])[C:3]=1[CH3:26])[C:18](=[O:24])[O:19][C:20]([CH3:23])([CH3:22])[CH3:21]. (3) Given the reactants I[C:2]1[CH:9]=[CH:8][C:5]([C:6]#[N:7])=[CH:4][CH:3]=1.[O-]P([O-])([O-])=O.[K+].[K+].[K+].[Cl:18][C:19]1[CH:20]=[CH:21][C:22]2[C:28]3[C:29]([CH3:32])=[N:30][O:31][C:27]=3[CH2:26][C:25](=[O:33])[NH:24][C:23]=2[CH:34]=1.N#N.N[C@@H]1CCCC[C@H]1N, predict the reaction product. The product is: [Cl:18][C:19]1[CH:20]=[CH:21][C:22]2[C:28]3[C:29]([CH3:32])=[N:30][O:31][C:27]=3[CH2:26][C:25](=[O:33])[N:24]([C:2]3[CH:9]=[CH:8][C:5]([C:6]#[N:7])=[CH:4][CH:3]=3)[C:23]=2[CH:34]=1. (4) Given the reactants Cl[C:2]1[CH:7]=[CH:6][C:5]([N+:8]([O-:10])=[O:9])=[CH:4][C:3]=1[O:11][CH3:12].[OH:13][CH:14]1[CH2:18][CH2:17][NH:16][CH2:15]1.O, predict the reaction product. The product is: [CH3:12][O:11][C:3]1[CH:4]=[C:5]([N+:8]([O-:10])=[O:9])[CH:6]=[CH:7][C:2]=1[N:16]1[CH2:17][CH2:18][C@@H:14]([OH:13])[CH2:15]1.